This data is from Full USPTO retrosynthesis dataset with 1.9M reactions from patents (1976-2016). The task is: Predict the reactants needed to synthesize the given product. The reactants are: S(=O)(=O)(O)O.[F:6][C:7]1[CH:8]=[C:9]([N:15]2[C:19]([C:20]([F:23])([F:22])[F:21])=[C:18]([C:24]([O:26][CH2:27][CH3:28])=[O:25])[CH:17]=[N:16]2)[CH:10]=[CH:11][C:12]=1[O:13][CH3:14].C1C(=O)N([I:36])C(=O)C1. Given the product [F:6][C:7]1[CH:8]=[C:9]([N:15]2[C:19]([C:20]([F:23])([F:22])[F:21])=[C:18]([C:24]([O:26][CH2:27][CH3:28])=[O:25])[CH:17]=[N:16]2)[CH:10]=[C:11]([I:36])[C:12]=1[O:13][CH3:14], predict the reactants needed to synthesize it.